Task: Predict which catalyst facilitates the given reaction.. Dataset: Catalyst prediction with 721,799 reactions and 888 catalyst types from USPTO (1) Reactant: [CH2:1]([C:3]1[CH:7]=[C:6]([CH2:8][CH3:9])[N:5]([C:10]2[CH:15]=[CH:14][C:13]([O:16]C)=[CH:12][CH:11]=2)[N:4]=1)[CH3:2].B(Br)(Br)Br. Product: [CH2:1]([C:3]1[CH:7]=[C:6]([CH2:8][CH3:9])[N:5]([C:10]2[CH:11]=[CH:12][C:13]([OH:16])=[CH:14][CH:15]=2)[N:4]=1)[CH3:2]. The catalyst class is: 2. (2) Reactant: [Cl:1][C:2]1[CH:3]=[C:4]([C:27](=[O:39])[NH:28][CH2:29][C:30]2[C:31](=[O:38])[NH:32][C:33]([CH3:37])=[CH:34][C:35]=2[CH3:36])[C:5]([CH2:25][CH3:26])=[C:6]([N:8]([CH2:23][CH3:24])[CH:9]2[CH2:14][CH2:13][CH:12]([NH:15]C(=O)OC(C)(C)C)[CH2:11][CH2:10]2)[CH:7]=1.FC(F)(F)C(O)=O. Product: [NH2:15][CH:12]1[CH2:11][CH2:10][CH:9]([N:8]([CH2:23][CH3:24])[C:6]2[C:5]([CH2:25][CH3:26])=[C:4]([CH:3]=[C:2]([Cl:1])[CH:7]=2)[C:27]([NH:28][CH2:29][C:30]2[C:31](=[O:38])[NH:32][C:33]([CH3:37])=[CH:34][C:35]=2[CH3:36])=[O:39])[CH2:14][CH2:13]1. The catalyst class is: 2. (3) Reactant: [CH3:1][C:2]1[CH:3]=[C:4]([NH:8]/[C:9](/[CH3:16])=[CH:10]/[C:11]([O:13][CH2:14][CH3:15])=[O:12])[CH:5]=[CH:6][CH:7]=1.[C:17]([C:19]1[CH:26]=[CH:25][C:22]([CH:23]=O)=[CH:21][CH:20]=1)#[N:18].[CH3:27][C:28](=O)[CH2:29][C:30](=[O:32])[CH3:31].FC(F)(F)C(O)=O. Product: [C:30]([C:29]1[CH:23]([C:22]2[CH:25]=[CH:26][C:19]([C:17]#[N:18])=[CH:20][CH:21]=2)[C:10]([C:11]([O:13][CH2:14][CH3:15])=[O:12])=[C:9]([CH3:16])[N:8]([C:4]2[CH:5]=[CH:6][CH:7]=[C:2]([CH3:1])[CH:3]=2)[C:28]=1[CH3:27])(=[O:32])[CH3:31]. The catalyst class is: 740. (4) Reactant: Cl[C:2]1[CH:15]=[CH:14][CH:13]=[CH:12][C:3]=1[C:4]([C:6]1[CH:11]=[CH:10][CH:9]=[CH:8][CH:7]=1)=O.C[S:17](C)=O.S([Li])[Li]. Product: [C:4]([C:6]1[CH:11]=[CH:10][CH:9]=[CH:8][CH:7]=1)(=[S:17])[C:3]1[CH:12]=[CH:13][CH:14]=[CH:15][CH:2]=1. The catalyst class is: 15.